Predict the reaction yield, written as a fraction of the theoretical maximum amount of product (1.0 means a 100% yield; for example, 0.34 means a 34% yield). From a dataset of Reaction yield outcomes from USPTO patents with 853,638 reactions. (1) The reactants are [OH:1][C@H:2]([CH2:25]O)[C@@H:3]([N:10]1[C:18]2[C:13](=[CH:14][CH:15]=[CH:16][CH:17]=2)[C:12]2([CH2:23][CH2:22][CH2:21][CH2:20][CH2:19]2)[C:11]1=[O:24])[C:4]1[CH:9]=[CH:8][CH:7]=[CH:6][CH:5]=1.C1(C)C=CC(S(Cl)(=O)=O)=CC=1.[N:38]1C=CC=C[CH:39]=1. The catalyst is C(OCC)(=O)C. The product is [OH:1][C@H:2]([CH2:25][NH:38][CH3:39])[C@@H:3]([N:10]1[C:18]2[C:13](=[CH:14][CH:15]=[CH:16][CH:17]=2)[C:12]2([CH2:23][CH2:22][CH2:21][CH2:20][CH2:19]2)[C:11]1=[O:24])[C:4]1[CH:9]=[CH:8][CH:7]=[CH:6][CH:5]=1. The yield is 0.320. (2) The reactants are [F:1][C:2]1[CH:7]=[CH:6][C:5]([CH2:8][C:9]([O:11][CH3:12])=[O:10])=[CH:4][CH:3]=1.C=O.[C:15](OCC)(=[O:17])C. The catalyst is CS(C)=O.C[O-].[Na+]. The product is [F:1][C:2]1[CH:3]=[CH:4][C:5]([CH:8]([CH2:15][OH:17])[C:9]([O:11][CH3:12])=[O:10])=[CH:6][CH:7]=1. The yield is 0.509. (3) The reactants are [Cl:1][C:2]1[CH:10]=[C:9]2[C:5]([C:6]([C:11]([O:13][CH3:14])=[O:12])=[CH:7][NH:8]2)=[CH:4][C:3]=1B1OCC(C)(C)CO1.Br[C:24]1[CH:38]=[CH:37][C:27]([O:28][CH2:29][CH2:30][N:31]2[CH2:36][CH2:35][NH:34][CH2:33][CH2:32]2)=[CH:26][CH:25]=1.C(=O)([O-])[O-].[K+].[K+].C(OCC)(=O)C. The catalyst is C1(C)C=CC=CC=1.C(O)C.C1C=CC(P(C2C=CC=CC=2)[C-]2C=CC=C2)=CC=1.C1C=CC(P(C2C=CC=CC=2)[C-]2C=CC=C2)=CC=1.Cl[Pd]Cl.[Fe+2]. The product is [Cl:1][C:2]1[CH:10]=[C:9]2[C:5]([C:6]([C:11]([O:13][CH3:14])=[O:12])=[CH:7][NH:8]2)=[CH:4][C:3]=1[C:24]1[CH:38]=[CH:37][C:27]([O:28][CH2:29][CH2:30][N:31]2[CH2:32][CH2:33][NH:34][CH2:35][CH2:36]2)=[CH:26][CH:25]=1. The yield is 0.400. (4) The reactants are F[C:2]1[CH:7]=[CH:6][C:5]([F:8])=[CH:4][C:3]=1[N:9]([CH2:17][C:18]1[CH:23]=[CH:22][CH:21]=[C:20]([O:24][C:25]([F:30])([F:29])[CH:26]([F:28])[F:27])[CH:19]=1)[CH2:10][CH:11]([OH:16])[C:12]([F:15])([F:14])[F:13].C([O-])([O-])=O.[K+].[K+]. The catalyst is CN(C)C=O.O. The product is [F:8][C:5]1[CH:6]=[CH:7][C:2]2[O:16][CH:11]([C:12]([F:13])([F:14])[F:15])[CH2:10][N:9]([CH2:17][C:18]3[CH:23]=[CH:22][CH:21]=[C:20]([O:24][C:25]([F:29])([F:30])[CH:26]([F:27])[F:28])[CH:19]=3)[C:3]=2[CH:4]=1. The yield is 0.480. (5) The reactants are [F:1][C:2]1[CH:3]=[C:4]([N:8]2[CH2:12][CH:11]([CH2:13][OH:14])[O:10][C:9]2=[O:15])[CH:5]=[CH:6][CH:7]=1.[I:16]N1C(=O)CCC1=O. The catalyst is FC(F)(F)C(O)=O. The product is [F:1][C:2]1[CH:3]=[C:4]([N:8]2[CH2:12][CH:11]([CH2:13][OH:14])[O:10][C:9]2=[O:15])[CH:5]=[CH:6][C:7]=1[I:16]. The yield is 0.880. (6) The reactants are [CH3:1][C:2]1([CH3:10])[CH2:7][C:6](=[O:8])[CH2:5][C:4](=[O:9])[CH2:3]1.C(NC1C=CC(S([N:24]=[N+:25]=[N-])(=O)=O)=CC=1)(=O)C.C([O-])([O-])=O.[K+].[K+]. The catalyst is C(#N)C. The product is [N+:24](=[C:5]1[C:6](=[O:8])[CH2:7][C:2]([CH3:10])([CH3:1])[CH2:3][C:4]1=[O:9])=[N-:25]. The yield is 0.910.